This data is from Catalyst prediction with 721,799 reactions and 888 catalyst types from USPTO. The task is: Predict which catalyst facilitates the given reaction. Reactant: O=[C:2]1[C@@H:11]([NH:12][C:13](=[O:22])[O:14][CH2:15][C:16]2[CH:21]=[CH:20][CH:19]=[CH:18][CH:17]=2)[CH2:10][C:9]2[C:4](=[CH:5][CH:6]=[C:7]([O:23][C:24]3[CH:29]=[CH:28][CH:27]=[C:26]([C:30]([F:33])([F:32])[F:31])[CH:25]=3)[CH:8]=2)[NH:3]1.COC1C=CC(P2(SP(C3C=CC(OC)=CC=3)(=S)S2)=[S:43])=CC=1. Product: [S:43]=[C:2]1[C@@H:11]([NH:12][C:13](=[O:22])[O:14][CH2:15][C:16]2[CH:21]=[CH:20][CH:19]=[CH:18][CH:17]=2)[CH2:10][C:9]2[C:4](=[CH:5][CH:6]=[C:7]([O:23][C:24]3[CH:29]=[CH:28][CH:27]=[C:26]([C:30]([F:33])([F:32])[F:31])[CH:25]=3)[CH:8]=2)[NH:3]1. The catalyst class is: 11.